This data is from Reaction yield outcomes from USPTO patents with 853,638 reactions. The task is: Predict the reaction yield, written as a fraction of the theoretical maximum amount of product (1.0 means a 100% yield; for example, 0.34 means a 34% yield). (1) The reactants are CON(C)[C:4]([CH:6]([NH:8][C:9](=[O:15])[O:10][C:11]([CH3:14])([CH3:13])[CH3:12])[CH3:7])=[O:5].[C:17]1([Mg]Br)[CH:22]=[CH:21][CH:20]=[CH:19][CH:18]=1. The catalyst is C1COCC1. The product is [O:5]=[C:4]([C:17]1[CH:22]=[CH:21][CH:20]=[CH:19][CH:18]=1)[CH:6]([NH:8][C:9](=[O:15])[O:10][C:11]([CH3:12])([CH3:13])[CH3:14])[CH3:7]. The yield is 0.860. (2) The reactants are I[C:2]1[C:6]([C:7]([O:9][CH2:10][CH3:11])=[O:8])=[CH:5][N:4]([CH2:12][O:13][CH2:14][CH2:15][Si:16]([CH3:19])([CH3:18])[CH3:17])[N:3]=1.[CH3:20][C:21]1[CH:32]=[CH:31][C:24]2[S:25][C:26](B(O)O)=[CH:27][C:23]=2[CH:22]=1.C(=O)([O-])[O-].[K+].[K+]. The catalyst is O1CCOCC1.O.C1C=CC([P]([Pd]([P](C2C=CC=CC=2)(C2C=CC=CC=2)C2C=CC=CC=2)([P](C2C=CC=CC=2)(C2C=CC=CC=2)C2C=CC=CC=2)[P](C2C=CC=CC=2)(C2C=CC=CC=2)C2C=CC=CC=2)(C2C=CC=CC=2)C2C=CC=CC=2)=CC=1. The product is [CH3:20][C:21]1[CH:32]=[CH:31][C:24]2[S:25][C:26]([C:2]3[C:6]([C:7]([O:9][CH2:10][CH3:11])=[O:8])=[CH:5][N:4]([CH2:12][O:13][CH2:14][CH2:15][Si:16]([CH3:19])([CH3:18])[CH3:17])[N:3]=3)=[CH:27][C:23]=2[CH:22]=1. The yield is 0.680. (3) The catalyst is Cl.[Cl-].[Cl-].[Zn+2]. The product is [CH3:19][C:14]1([CH3:12])[N:3]2[CH:5]([CH2:4][C:8](=[O:7])[CH2:2][CH2:1]2)[CH2:6][CH2:15]1. The yield is 0.110. The reactants are [C:1](#[N:3])[CH3:2].[CH2:4]1[CH2:8][O:7][CH2:6][CH2:5]1.C[Si](C)(C)O[C:12]([CH:14]=[CH2:15])=C.Cl[CH2:19]Cl. (4) The reactants are [CH3:1][C:2]1[C:10]([N+:11]([O-:13])=[O:12])=[CH:9][CH:8]=[CH:7][C:3]=1[C:4]([OH:6])=O.CCN=C=NCCCN(C)C.C1C=CC2N(O)N=NC=2C=1.CCN(CC)CC.[NH2:42][CH2:43][CH:44]([OH:56])[CH2:45][N:46]1[CH2:55][CH2:54][C:53]2[C:48](=[CH:49][CH:50]=[CH:51][CH:52]=2)[CH2:47]1. The catalyst is C(Cl)Cl. The product is [CH2:47]1[C:48]2[C:53](=[CH:52][CH:51]=[CH:50][CH:49]=2)[CH2:54][CH2:55][N:46]1[CH2:45][CH:44]([OH:56])[CH2:43][NH:42][C:4](=[O:6])[C:3]1[CH:7]=[CH:8][CH:9]=[C:10]([N+:11]([O-:13])=[O:12])[C:2]=1[CH3:1]. The yield is 0.788. (5) The yield is 0.900. The catalyst is N1C=CC=CC=1. The reactants are [NH2:1][C:2]1[NH:3][C:4](=O)[C:5]2[S:10][C:9](=[O:11])[N:8]([C@@H:12]3[O:24][C@H:23]([CH2:25][O:26][C:27](=[O:29])[CH3:28])[C@@H:18]([O:19][C:20](=[O:22])[CH3:21])[C@H:13]3[O:14][C:15](=[O:17])[CH3:16])[C:6]=2[N:7]=1.P12(SP3(SP(SP(S3)(S1)=S)(=S)S2)=S)=[S:32]. The product is [NH2:1][C:2]1[NH:3][C:4](=[S:32])[C:5]2[S:10][C:9](=[O:11])[N:8]([C@@H:12]3[O:24][C@H:23]([CH2:25][O:26][C:27](=[O:29])[CH3:28])[C@@H:18]([O:19][C:20](=[O:22])[CH3:21])[C@H:13]3[O:14][C:15](=[O:17])[CH3:16])[C:6]=2[N:7]=1. (6) The reactants are [F:1][C:2]([F:25])([F:24])[C:3]1[CH:19]=[C:18]([C:20]([F:23])([F:22])[F:21])[CH:17]=[CH:16][C:4]=1[CH2:5][O:6][C:7]1[CH:14]=[CH:13][C:10]([CH:11]=[O:12])=[CH:9][C:8]=1[OH:15].C(=O)([O-])[O-].[K+].[K+].Br[CH2:33][CH2:34][CH3:35].O. The catalyst is CN(C=O)C. The product is [F:1][C:2]([F:24])([F:25])[C:3]1[CH:19]=[C:18]([C:20]([F:23])([F:22])[F:21])[CH:17]=[CH:16][C:4]=1[CH2:5][O:6][C:7]1[CH:14]=[CH:13][C:10]([CH:11]=[O:12])=[CH:9][C:8]=1[O:15][CH2:33][CH2:34][CH3:35]. The yield is 0.840.